Dataset: Reaction yield outcomes from USPTO patents with 853,638 reactions. Task: Predict the reaction yield, written as a fraction of the theoretical maximum amount of product (1.0 means a 100% yield; for example, 0.34 means a 34% yield). (1) The reactants are [CH:1]([Si:3]([Cl:6])([Cl:5])[Cl:4])=[CH2:2].[Cl:7][SiH2:8][Cl:9]. The catalyst is [CH-]=O.[CH-]=O.[C-]#[O+].[C-]#[O+].[C-]#[O+].[C-]#[O+].[C-]#[O+].[C-]#[O+].[Co].[Co+2]. The product is [Cl:4][Si:3]([Cl:6])([Cl:5])[CH2:1][CH2:2][SiH:8]([Cl:9])[Cl:7]. The yield is 0.930. (2) The reactants are Cl[C:2]1[CH:3]=[C:4]([C:14]([NH:16][CH2:17][C:18]2[C:19](=[O:26])[NH:20][C:21]([CH3:25])=[CH:22][C:23]=2[CH3:24])=[O:15])[C:5]2[CH:10]=[N:9][N:8]([CH:11]([CH3:13])[CH3:12])[C:6]=2[N:7]=1.CC1(C)C(C)(C)OB([C:35]2[CH:36]=[N:37][C:38]([NH2:41])=[N:39][CH:40]=2)O1.C(=O)([O-])[O-].[Na+].[Na+]. The catalyst is Cl[Pd](Cl)([P](C1C=CC=CC=1)(C1C=CC=CC=1)C1C=CC=CC=1)[P](C1C=CC=CC=1)(C1C=CC=CC=1)C1C=CC=CC=1.CS(C)=O. The product is [NH2:41][C:38]1[N:39]=[CH:40][C:35]([C:2]2[CH:3]=[C:4]([C:14]([NH:16][CH2:17][C:18]3[C:19](=[O:26])[NH:20][C:21]([CH3:25])=[CH:22][C:23]=3[CH3:24])=[O:15])[C:5]3[CH:10]=[N:9][N:8]([CH:11]([CH3:13])[CH3:12])[C:6]=3[N:7]=2)=[CH:36][N:37]=1. The yield is 0.170. (3) No catalyst specified. The product is [Cl:1][C:2]1[CH:7]=[CH:6][C:5]2[N:8]([C@@H:9]3[CH2:13][CH2:12][S:11](=[O:14])(=[O:15])[C:10]3([CH3:16])[CH3:17])[C:21]([CH2:20][Cl:19])=[N:18][C:4]=2[CH:3]=1. The reactants are [Cl:1][C:2]1[CH:3]=[C:4]([NH2:18])[C:5]([NH:8][C@@H:9]2[CH2:13][CH2:12][S:11](=[O:15])(=[O:14])[C:10]2([CH3:17])[CH3:16])=[CH:6][CH:7]=1.[Cl:19][CH2:20][C:21](OC)(OC)OC.CC1C=CC(S(O)(=O)=O)=CC=1. The yield is 0.528.